This data is from TCR-epitope binding with 47,182 pairs between 192 epitopes and 23,139 TCRs. The task is: Binary Classification. Given a T-cell receptor sequence (or CDR3 region) and an epitope sequence, predict whether binding occurs between them. (1) The epitope is EILDITPCSF. The TCR CDR3 sequence is CASSKGIQGSDYGYTF. Result: 1 (the TCR binds to the epitope). (2) The epitope is TLDSKTQSL. The TCR CDR3 sequence is CASSLGPLYDRANTGELFF. Result: 1 (the TCR binds to the epitope). (3) The epitope is KLSYGIATV. The TCR CDR3 sequence is CASSRQPNTEAFF. Result: 0 (the TCR does not bind to the epitope). (4) The epitope is GILGFVFTL. The TCR CDR3 sequence is CASSYDTTYEQYF. Result: 0 (the TCR does not bind to the epitope). (5) The epitope is RAKFKQLL. The TCR CDR3 sequence is CASSDGARGGTDTQYF. Result: 1 (the TCR binds to the epitope). (6) The epitope is ILGLPTQTV. The TCR CDR3 sequence is CASSLVRGITGELFF. Result: 1 (the TCR binds to the epitope).